Dataset: Forward reaction prediction with 1.9M reactions from USPTO patents (1976-2016). Task: Predict the product of the given reaction. (1) Given the reactants CO[C:3]([C:5]1[CH:9]=[CH:8][S:7][C:6]=1[NH2:10])=[O:4].[O-:11][C:12]#[N:13].[K+], predict the reaction product. The product is: [NH:10]1[C:6]2[S:7][CH:8]=[CH:9][C:5]=2[C:3](=[O:4])[NH:13][C:12]1=[O:11]. (2) Given the reactants [CH:1]1C=[CH:5][C:4](P([C:3]2[CH:4]=[CH:5]C=[CH:1][CH:2]=2)[C:3]2[CH:4]=[CH:5]C=[CH:1][CH:2]=2)=[CH:3][CH:2]=1.CCOC(/[N:25]=N/C(OCC)=O)=O.Br[C:33]1[C:41]2[C:40](=[O:42])[NH:39][N:38]=[CH:37][C:36]=2[S:35][CH:34]=1.[N:43]1[C:52]2[C:47](=[CH:48][CH:49]=[CH:50][CH:51]=2)[CH:46]=[CH:45][C:44]=1[CH2:53][CH2:54]O, predict the reaction product. The product is: [N:25]1[CH:5]=[CH:4][C:3]([C:33]2[C:41]3[C:40](=[O:42])[N:39]([CH2:54][CH2:53][C:44]4[CH:45]=[CH:46][C:47]5[C:52](=[CH:51][CH:50]=[CH:49][CH:48]=5)[N:43]=4)[N:38]=[CH:37][C:36]=3[S:35][CH:34]=2)=[CH:2][CH:1]=1. (3) Given the reactants [F:1][C:2]1[CH:7]=[CH:6][CH:5]=[CH:4][C:3]=1[C:8]1[CH:16]=[CH:15][CH:14]=[C:13]2[C:9]=1[CH2:10][C:11](=[O:17])[NH:12]2.[CH3:18][C@H:19]1[NH:24][C@@H:23]([CH3:25])[CH2:22][N:21]([C:26]([C:28]2[CH:32]=[C:31]([CH3:33])[NH:30][C:29]=2[CH:34]=O)=[O:27])[CH2:20]1, predict the reaction product. The product is: [CH3:25][C@H:23]1[NH:24][C@@H:19]([CH3:18])[CH2:20][N:21]([C:26]([C:28]2[CH:32]=[C:31]([CH3:33])[NH:30][C:29]=2[CH:34]=[C:10]2[C:9]3[C:13](=[CH:14][CH:15]=[CH:16][C:8]=3[C:3]3[CH:4]=[CH:5][CH:6]=[CH:7][C:2]=3[F:1])[NH:12][C:11]2=[O:17])=[O:27])[CH2:22]1. (4) The product is: [F:34][C:31]1[CH:32]=[CH:33][C:28]([CH:25]2[CH2:26][CH2:27][N:22]([C:17]3[N:16]=[C:15]([CH3:35])[N:14]=[C:13]([O:12][CH2:11][CH2:10][CH2:9][CH2:8][OH:7])[C:18]=3[N+:19]([O-:21])=[O:20])[CH2:23][CH2:24]2)=[CH:29][CH:30]=1. Given the reactants F.C([Si](C)(C)[O:7][CH2:8][CH2:9][CH2:10][CH2:11][O:12][C:13]1[C:18]([N+:19]([O-:21])=[O:20])=[C:17]([N:22]2[CH2:27][CH2:26][CH:25]([C:28]3[CH:33]=[CH:32][C:31]([F:34])=[CH:30][CH:29]=3)[CH2:24][CH2:23]2)[N:16]=[C:15]([CH3:35])[N:14]=1)(C)(C)C, predict the reaction product. (5) Given the reactants [OH:1][C:2]1[CH:3]=[C:4]([C:14]([OH:16])=[O:15])[C:5]([C:11]([OH:13])=O)=[CH:6][C:7]=1[C:8]([OH:10])=[O:9].[C:17](OC(=O)C)(=[O:19])[CH3:18], predict the reaction product. The product is: [C:17]([O:1][C:2]1[C:7]([C:8]([OH:10])=[O:9])=[CH:6][C:5]2[C:11](=[O:13])[O:16][C:14](=[O:15])[C:4]=2[CH:3]=1)(=[O:19])[CH3:18]. (6) Given the reactants [Cl:1][C:2]1[CH:7]=[C:6]([Cl:8])[CH:5]=[CH:4][C:3]=1[C:9]1[N:10]([C:20]2[CH:25]=[CH:24][C:23]([O:26][CH2:27][CH2:28][CH2:29][F:30])=[CH:22][CH:21]=2)[C:11]([CH3:19])=[C:12]([C:14]([O:16]CC)=[O:15])[N:13]=1.[OH-].[K+], predict the reaction product. The product is: [Cl:1][C:2]1[CH:7]=[C:6]([Cl:8])[CH:5]=[CH:4][C:3]=1[C:9]1[N:10]([C:20]2[CH:25]=[CH:24][C:23]([O:26][CH2:27][CH2:28][CH2:29][F:30])=[CH:22][CH:21]=2)[C:11]([CH3:19])=[C:12]([C:14]([OH:16])=[O:15])[N:13]=1. (7) Given the reactants [Br:1][C:2]1[CH:3]=[N:4][C:5]2[N:6]([N:8]=[C:9]([C:11]([OH:13])=O)[CH:10]=2)[CH:7]=1.[CH3:14][CH:15]1[C:24]2[C:19](=[CH:20][C:21]([C:25]3[CH:26]=[N:27][CH:28]=[CH:29][CH:30]=3)=[CH:22][CH:23]=2)[CH2:18][CH2:17][NH:16]1, predict the reaction product. The product is: [Br:1][C:2]1[CH:3]=[N:4][C:5]2[N:6]([N:8]=[C:9]([C:11]([N:16]3[CH2:17][CH2:18][C:19]4[C:24](=[CH:23][CH:22]=[C:21]([C:25]5[CH:26]=[N:27][CH:28]=[CH:29][CH:30]=5)[CH:20]=4)[CH:15]3[CH3:14])=[O:13])[CH:10]=2)[CH:7]=1. (8) Given the reactants [CH2:1]([S:3]([C:6]1[CH:27]=[CH:26][C:9]([CH2:10][NH:11][C:12]([C:14]2[CH:15]=[C:16]3[CH2:22][NH:21][C@@H:20]([CH:23]([CH3:25])[CH3:24])[C:17]3=[N:18][CH:19]=2)=[O:13])=[CH:8][CH:7]=1)(=[O:5])=[O:4])[CH3:2].Cl[C:29]([O:31][CH2:32][C:33]1[CH:38]=[CH:37][CH:36]=[CH:35][CH:34]=1)=[O:30].C(N(CC)CC)C, predict the reaction product. The product is: [CH2:1]([S:3]([C:6]1[CH:7]=[CH:8][C:9]([CH2:10][NH:11][C:12]([C:14]2[CH:15]=[C:16]3[CH2:22][N:21]([C:29]([O:31][CH2:32][C:33]4[CH:38]=[CH:37][CH:36]=[CH:35][CH:34]=4)=[O:30])[C@@H:20]([CH:23]([CH3:24])[CH3:25])[C:17]3=[N:18][CH:19]=2)=[O:13])=[CH:26][CH:27]=1)(=[O:5])=[O:4])[CH3:2].